This data is from Reaction yield outcomes from USPTO patents with 853,638 reactions. The task is: Predict the reaction yield, written as a fraction of the theoretical maximum amount of product (1.0 means a 100% yield; for example, 0.34 means a 34% yield). (1) The reactants are Cl[C:2]1[N:7]=[C:6](Cl)[C:5]([F:9])=[CH:4][N:3]=1.[N+:10]([C:13]1[CH:14]=[C:15]([CH:17]=[CH:18][CH:19]=1)[NH2:16])([O-:12])=[O:11]. The catalyst is CO.O. The product is [N+:10]([C:13]1[CH:14]=[C:15]([NH:16][C:2]2[N:7]=[C:6]([NH:16][C:15]3[CH:17]=[CH:18][CH:19]=[C:13]([N+:10]([O-:12])=[O:11])[CH:14]=3)[C:5]([F:9])=[CH:4][N:3]=2)[CH:17]=[CH:18][CH:19]=1)([O-:12])=[O:11]. The yield is 0.760. (2) The reactants are [CH2:1]([N:3]1[C:8]([C:9]([C:11]2[CH:12]=[C:13]([CH:16]=[C:17]([CH3:19])[CH:18]=2)[C:14]#[N:15])=[O:10])=[C:7]([CH:20]([CH3:22])[CH3:21])[C:6](=[O:23])[NH:5][C:4]1=[O:24])[CH3:2].[H-].[Na+].Br[CH2:28][O:29][C:30](=[O:32])[CH3:31]. The catalyst is CN(C=O)C.O. The product is [C:30]([O:29][CH2:28][N:5]1[C:6](=[O:23])[C:7]([CH:20]([CH3:21])[CH3:22])=[C:8]([C:9](=[O:10])[C:11]2[CH:18]=[C:17]([CH3:19])[CH:16]=[C:13]([C:14]#[N:15])[CH:12]=2)[N:3]([CH2:1][CH3:2])[C:4]1=[O:24])(=[O:32])[CH3:31]. The yield is 0.790. (3) The reactants are [F:1][C:2]1[CH:3]=[C:4]([CH2:9][C:10]([OH:12])=[O:11])[CH:5]=[CH:6][C:7]=1[OH:8].[C:13]([O-])(O)=O.[Na+]. The catalyst is CO.OS(O)(=O)=O. The product is [CH3:13][O:11][C:10](=[O:12])[CH2:9][C:4]1[CH:5]=[CH:6][C:7]([OH:8])=[C:2]([F:1])[CH:3]=1. The yield is 0.920. (4) The reactants are [F:1][C:2]1[CH:11]=[C:10]2[C:5]([CH:6]=[CH:7][CH:8]=[N:9]2)=[CH:4][C:3]=1[CH2:12][N:13]1[C:21]2[C:16](=[N:17][CH:18]=[C:19]([C:22](=O)[CH3:23])[N:20]=2)[N:15]=[N:14]1.[NH2:25][O:26][CH2:27][C:28]([CH3:31])([OH:30])[CH3:29]. No catalyst specified. The product is [OH:30][C:28]([CH3:31])([CH3:29])[CH2:27][O:26]/[N:25]=[C:22](/[C:19]1[N:20]=[C:21]2[N:13]([CH2:12][C:3]3[CH:4]=[C:5]4[C:10](=[CH:11][C:2]=3[F:1])[N:9]=[CH:8][CH:7]=[CH:6]4)[N:14]=[N:15][C:16]2=[N:17][CH:18]=1)\[CH3:23]. The yield is 0.890. (5) The yield is 0.650. The reactants are [N+:1]([C:4]1[CH:5]=[C:6]([CH:10]=[CH:11][CH:12]=1)[C:7]([OH:9])=[O:8])([O-:3])=[O:2].Cl[C:14]1[CH:19]=[CH:18][CH:17]=[CH:16][CH:15]=1.C(P(C12CC3CC(CC(C3)C1)C2)C12CC3CC(CC(C3)C1)C2)CCC.C([O-])([O-])=O.[Cs+].[Cs+]. The catalyst is C([O-])(=O)C.[Pd+2].C([O-])(=O)C.CN(C=O)C. The product is [C:14]1([C:5]2[C:4]([N+:1]([O-:3])=[O:2])=[CH:12][CH:11]=[CH:10][C:6]=2[C:7]([OH:9])=[O:8])[CH:19]=[CH:18][CH:17]=[CH:16][CH:15]=1. (6) The reactants are [CH3:1][CH:2]([CH2:11][CH3:12])[CH2:3][CH:4]=[CH:5][C:6]([O:8][CH2:9][CH3:10])=[O:7].C1CCN2C(=NCCC2)CC1.[N+:24]([CH3:27])([O-:26])=[O:25]. The catalyst is C(#N)C. The product is [CH3:1][CH:2]([CH2:11][CH3:12])[CH2:3][CH:4]([CH2:27][N+:24]([O-:26])=[O:25])[CH2:5][C:6]([O:8][CH2:9][CH3:10])=[O:7]. The yield is 0.420. (7) The reactants are [Cl:1][C:2]1[CH:7]=[CH:6][C:5]([OH:8])=[CH:4][C:3]=1[C:9]([F:12])([F:11])[F:10].[F:13][C:14]1[CH:15]=[C:16]([CH:19]=[C:20]([F:23])[C:21]=1F)[CH:17]=[O:18].C([O-])([O-])=O.[K+].[K+]. The catalyst is CN(C=O)C. The product is [Cl:1][C:2]1[CH:7]=[CH:6][C:5]([O:8][C:21]2[C:14]([F:13])=[CH:15][C:16]([CH:17]=[O:18])=[CH:19][C:20]=2[F:23])=[CH:4][C:3]=1[C:9]([F:10])([F:11])[F:12]. The yield is 0.790. (8) The reactants are Br[C:2]1[CH:18]=[CH:17][C:5]([C:6]([C:8]2[CH:9]=[CH:10][C:11]([F:16])=[C:12]([CH:15]=2)[C:13]#[N:14])=[O:7])=[CH:4][CH:3]=1.[Cl:19][C:20]1[CH:27]=[CH:26][C:23]([NH:24][CH3:25])=[CH:22][CH:21]=1. No catalyst specified. The product is [Cl:19][C:20]1[CH:27]=[CH:26][C:23]([N:24]([CH3:25])[C:2]2[CH:18]=[CH:17][C:5]([C:6]([C:8]3[CH:9]=[CH:10][C:11]([F:16])=[C:12]([CH:15]=3)[C:13]#[N:14])=[O:7])=[CH:4][CH:3]=2)=[CH:22][CH:21]=1. The yield is 0.640. (9) The catalyst is O1CCOCC1.O. The yield is 0.660. The reactants are C([O:3][C:4](=[O:20])[C:5]([S:8]([C:11]1[CH:19]=[CH:18][C:14]2[N:15]=[CH:16][S:17][C:13]=2[CH:12]=1)(=[O:10])=[O:9])([CH3:7])[CH3:6])C.O.[OH-].[Li+]. The product is [S:17]1[C:13]2[CH:12]=[C:11]([S:8]([C:5]([CH3:7])([CH3:6])[C:4]([OH:20])=[O:3])(=[O:10])=[O:9])[CH:19]=[CH:18][C:14]=2[N:15]=[CH:16]1. (10) The reactants are [CH:1]1([C:4]2[CH:5]=[C:6]([NH:20]C(=O)OC(C)(C)C)[CH:7]=[C:8]3[C:12]=2[N:11]([C:13]2[CH:14]=[N:15][C:16]([CH3:19])=[CH:17][CH:18]=2)[CH:10]=[CH:9]3)[CH2:3][CH2:2]1.Cl. The catalyst is O1CCOCC1. The product is [CH:1]1([C:4]2[CH:5]=[C:6]([NH2:20])[CH:7]=[C:8]3[C:12]=2[N:11]([C:13]2[CH:14]=[N:15][C:16]([CH3:19])=[CH:17][CH:18]=2)[CH:10]=[CH:9]3)[CH2:3][CH2:2]1. The yield is 0.830.